The task is: Predict the reactants needed to synthesize the given product.. This data is from Full USPTO retrosynthesis dataset with 1.9M reactions from patents (1976-2016). (1) Given the product [C:20]1([N:12]2[C:13]3[CH:1]=[CH:2][C:3]([C:14]([O:16][CH2:17][CH3:18])=[O:15])=[CH:4][C:5]=3[C:6]3[C:11]2=[CH:10][CH:9]=[CH:8][CH:7]=3)[CH:25]=[CH:24][CH:23]=[CH:22][CH:21]=1, predict the reactants needed to synthesize it. The reactants are: [CH:1]1[C:13]2[NH:12][C:11]3[C:6](=[CH:7][CH:8]=[CH:9][CH:10]=3)[C:5]=2[CH:4]=[C:3]([C:14]([O:16][CH2:17][CH3:18])=[O:15])[CH:2]=1.Br[C:20]1[CH:25]=[CH:24][CH:23]=[CH:22][CH:21]=1.P([O-])([O-])([O-])=O.[K+].[K+].[K+].CN(C)CCN. (2) Given the product [OH:18][C:19]1[CH:24]=[CH:23][C:22]([C:11]2[CH:12]=[C:13]3[C:8](=[CH:9][CH:10]=2)[O:7][C:6]([C:4]([O:3][CH2:1][CH3:2])=[O:5])=[CH:15][C:14]3=[O:16])=[CH:21][CH:20]=1, predict the reactants needed to synthesize it. The reactants are: [CH2:1]([O:3][C:4]([C:6]1[O:7][C:8]2[C:13]([C:14](=[O:16])[CH:15]=1)=[CH:12][C:11](I)=[CH:10][CH:9]=2)=[O:5])[CH3:2].[OH:18][C:19]1[CH:24]=[CH:23][C:22](B(O)O)=[CH:21][CH:20]=1.P([O-])([O-])([O-])=O.[K+].[K+].[K+].